From a dataset of Peptide-MHC class I binding affinity with 185,985 pairs from IEDB/IMGT. Regression. Given a peptide amino acid sequence and an MHC pseudo amino acid sequence, predict their binding affinity value. This is MHC class I binding data. (1) The MHC is HLA-A02:01 with pseudo-sequence HLA-A02:01. The peptide sequence is FTENGPWMY. The binding affinity (normalized) is 0.0847. (2) The peptide sequence is FIRIIRPDY. The MHC is HLA-A33:01 with pseudo-sequence HLA-A33:01. The binding affinity (normalized) is 0.0653.